From a dataset of Merck oncology drug combination screen with 23,052 pairs across 39 cell lines. Regression. Given two drug SMILES strings and cell line genomic features, predict the synergy score measuring deviation from expected non-interaction effect. Drug 1: Nc1ccn(C2OC(CO)C(O)C2(F)F)c(=O)n1. Drug 2: NC1(c2ccc(-c3nc4ccn5c(=O)[nH]nc5c4cc3-c3ccccc3)cc2)CCC1. Cell line: NCIH23. Synergy scores: synergy=-8.18.